The task is: Predict which catalyst facilitates the given reaction.. This data is from Catalyst prediction with 721,799 reactions and 888 catalyst types from USPTO. Reactant: C1(P(C2C=CC=CC=2)C2C=CC=CC=2)C=CC=CC=1.N1C=CN=C1.[I-:25].[NH:26]([C:34]([O:36][CH2:37][C:38]1[CH:43]=[CH:42][CH:41]=[CH:40][CH:39]=1)=[O:35])[C@H:27]([C:30]([O:32][CH3:33])=[O:31])[CH2:28]O. Product: [CH2:37]([O:36][C:34]([NH:26][C@@H:27]([CH2:28][I:25])[C:30]([O:32][CH3:33])=[O:31])=[O:35])[C:38]1[CH:43]=[CH:42][CH:41]=[CH:40][CH:39]=1. The catalyst class is: 2.